This data is from Full USPTO retrosynthesis dataset with 1.9M reactions from patents (1976-2016). The task is: Predict the reactants needed to synthesize the given product. (1) Given the product [F:20][C:15]1[CH:14]=[C:13]([O:12][C:9]2[CH:8]=[CH:7][C:6]([CH2:5][CH2:4][O:3][C:1]3[NH:2][CH:25]=[C:24]([CH2:29][C:30]4[CH:31]=[N:32][C:33]([O:36][CH3:37])=[N:34][CH:35]=4)[C:22](=[O:23])[N:21]=3)=[CH:11][CH:10]=2)[CH:18]=[CH:17][C:16]=1[CH3:19], predict the reactants needed to synthesize it. The reactants are: [C:1](=[NH:21])([O:3][CH2:4][CH2:5][C:6]1[CH:11]=[CH:10][C:9]([O:12][C:13]2[CH:18]=[CH:17][C:16]([CH3:19])=[C:15]([F:20])[CH:14]=2)=[CH:8][CH:7]=1)[NH2:2].[CH:22]([CH:24]([CH2:29][C:30]1[CH:31]=[N:32][C:33]([O:36][CH3:37])=[N:34][CH:35]=1)[C:25](OC)=O)=[O:23].C([O-])([O-])=O.[K+].[K+]. (2) Given the product [C:1]([C:3]1[CH:4]=[CH:5][C:6]([C:9]2[N:13]3[CH:14]=[C:15]([C:18]4[CH:19]=[CH:20][C:21]([C:22]([NH:66][CH2:65][CH2:64][N:61]5[CH2:62][CH2:63][O:58][CH2:59][CH2:60]5)=[O:23])=[CH:25][CH:26]=4)[CH:16]=[CH:17][C:12]3=[N:11][CH:10]=2)=[CH:7][CH:8]=1)#[N:2], predict the reactants needed to synthesize it. The reactants are: [C:1]([C:3]1[CH:8]=[CH:7][C:6]([C:9]2[N:13]3[CH:14]=[C:15]([C:18]4[CH:26]=[CH:25][C:21]([C:22](O)=[O:23])=[CH:20][CH:19]=4)[CH:16]=[CH:17][C:12]3=[N:11][CH:10]=2)=[CH:5][CH:4]=1)#[N:2].CN(C(ON1N=NC2C=CC=NC1=2)=[N+](C)C)C.F[P-](F)(F)(F)(F)F.CN1CCOCC1.[O:58]1[CH2:63][CH2:62][N:61]([CH2:64][CH2:65][NH2:66])[CH2:60][CH2:59]1. (3) The reactants are: [OH:1][CH2:2][CH2:3][CH:4]1[O:9][C:8]2[N:10]=[C:11]([C:20]3[CH:25]=[CH:24][C:23]([C:26]4([NH:30][C:31](=[O:37])[O:32][C:33]([CH3:36])([CH3:35])[CH3:34])[CH2:29][CH2:28][CH2:27]4)=[CH:22][CH:21]=3)[C:12]([C:14]3[CH:19]=[CH:18][CH:17]=[CH:16][CH:15]=3)=[CH:13][C:7]=2[NH:6][C:5]1=[O:38].[C:39](=O)([O-])[O-].[K+].[K+].CI. Given the product [C:33]([O:32][C:31](=[O:37])[NH:30][C:26]1([C:23]2[CH:24]=[CH:25][C:20]([C:11]3[C:12]([C:14]4[CH:15]=[CH:16][CH:17]=[CH:18][CH:19]=4)=[CH:13][C:7]4[N:6]([CH3:39])[C:5](=[O:38])[CH:4]([CH2:3][CH2:2][OH:1])[O:9][C:8]=4[N:10]=3)=[CH:21][CH:22]=2)[CH2:27][CH2:28][CH2:29]1)([CH3:35])([CH3:34])[CH3:36], predict the reactants needed to synthesize it. (4) Given the product [O:1]([C:8]1[CH:9]=[C:10]([C:14]23[CH2:21][CH2:20][C:17]([CH2:22][C:23]([N:32]=[N+:33]=[N-:34])=[O:25])([CH2:18][CH2:19]2)[CH2:16][O:15]3)[CH:11]=[CH:12][CH:13]=1)[C:2]1[CH:7]=[CH:6][CH:5]=[CH:4][CH:3]=1, predict the reactants needed to synthesize it. The reactants are: [O:1]([C:8]1[CH:9]=[C:10]([C:14]23[CH2:21][CH2:20][C:17]([CH2:22][C:23]([OH:25])=O)([CH2:18][CH2:19]2)[CH2:16][O:15]3)[CH:11]=[CH:12][CH:13]=1)[C:2]1[CH:7]=[CH:6][CH:5]=[CH:4][CH:3]=1.ClC(OCC)=O.[N-:32]=[N+:33]=[N-:34].[Na+]. (5) Given the product [CH3:1][O:2][C:3](=[O:4])[NH:5][C@H:6]([CH:17]1[CH2:22][CH2:21][CH2:20][CH2:19][CH2:18]1)[C:7]([N:9]1[CH2:13][CH2:12][CH2:11][C@H:10]1[C:14](=[O:16])[NH:23][CH2:24][C:25]1[CH:26]=[C:27]2[C:32](=[CH:33][CH:34]=1)[C:31]([NH2:35])=[N:30][CH:29]=[CH:28]2)=[O:8], predict the reactants needed to synthesize it. The reactants are: [CH3:1][O:2][C:3]([NH:5][C@H:6]([CH:17]1[CH2:22][CH2:21][CH2:20][CH2:19][CH2:18]1)[C:7]([N:9]1[CH2:13][CH2:12][CH2:11][C@H:10]1[C:14]([OH:16])=O)=[O:8])=[O:4].[NH2:23][CH2:24][C:25]1[CH:26]=[C:27]2[C:32](=[CH:33][CH:34]=1)[C:31]([NH2:35])=[N:30][CH:29]=[CH:28]2.CN1CCOCC1.F[B-](F)(F)F.N1(OC(N(C)C)=[N+](C)C)C2C=CC=CC=2N=N1. (6) Given the product [CH3:1][CH:15]1[N:14]2[CH:21]=[N:22][C:23]3[CH:24]([CH2:25][C:26]([O:28][C:29]([CH3:32])([CH3:31])[CH3:30])=[O:27])[C:10](=[O:9])[CH:11]=[C:12]([C:13]=32)[NH:19][CH2:18][CH2:17][C:16]1=[O:20], predict the reactants needed to synthesize it. The reactants are: [C:1](=O)([O-])[O-].[Cs+].[Cs+].IC.[O:9]=[C:10]1[CH:24]([CH2:25][C:26]([O:28][C:29]([CH3:32])([CH3:31])[CH3:30])=[O:27])[C:23]2[N:22]=[CH:21][N:14]3[CH2:15][C:16](=[O:20])[CH2:17][CH2:18][NH:19][C:12]([C:13]=23)=[CH:11]1. (7) Given the product [C:42]([NH:44][C:20]([C:17]1[CH:18]=[CH:19][C:11]2[C:10]3[C:23]([CH3:26])=[N:24][O:25][C:9]=3[C@H:8]([CH2:7][C:6]([O:5][C:1]([CH3:2])([CH3:4])[CH3:3])=[O:27])[NH:14][C:13](=[O:15])[C:12]=2[CH:16]=1)=[O:22])(=[NH:41])[CH3:43], predict the reactants needed to synthesize it. The reactants are: [C:1]([O:5][C:6](=[O:27])[CH2:7][C@@H:8]1[NH:14][C:13](=[O:15])[C:12]2[CH:16]=[C:17]([C:20]([OH:22])=O)[CH:18]=[CH:19][C:11]=2[C:10]2[C:23]([CH3:26])=[N:24][O:25][C:9]1=2)([CH3:4])([CH3:3])[CH3:2].C1N=CN(C(N2C=NC=C2)=O)C=1.O[NH:41][C:42](=[NH:44])[CH3:43].O.